Dataset: Forward reaction prediction with 1.9M reactions from USPTO patents (1976-2016). Task: Predict the product of the given reaction. Given the reactants [NH2:1][C:2]1[S:3][CH:4]=[CH:5][N:6]=1.Cl[CH:8]([CH2:12][CH:13]=O)[C:9](=[O:11])[CH3:10], predict the reaction product. The product is: [CH3:13][C:12]1[N:1]=[C:2]2[N:6]([C:8]=1[C:9](=[O:11])[CH3:10])[CH:5]=[CH:4][S:3]2.